Dataset: Catalyst prediction with 721,799 reactions and 888 catalyst types from USPTO. Task: Predict which catalyst facilitates the given reaction. (1) Reactant: [CH2:1]([N:8]1[CH2:29][CH2:28][C:11]2[N:12]=[C:13]([C:18]3[C:26]([CH3:27])=[CH:25][CH:24]=[C:23]4[C:19]=3[CH:20]=[N:21][NH:22]4)[N:14]=[C:15]([O:16][CH3:17])[C:10]=2[CH2:9]1)[C:2]1[CH:7]=[CH:6][CH:5]=[CH:4][CH:3]=1.[H-].[Na+].[S:32](Cl)([C:35]1[CH:41]=[CH:40][C:38]([CH3:39])=[CH:37][CH:36]=1)(=[O:34])=[O:33].[NH4+].[Cl-]. Product: [CH2:1]([N:8]1[CH2:29][CH2:28][C:11]2[N:12]=[C:13]([C:18]3[C:26]([CH3:27])=[CH:25][CH:24]=[C:23]4[C:19]=3[CH:20]=[N:21][N:22]4[S:32]([C:35]3[CH:41]=[CH:40][C:38]([CH3:39])=[CH:37][CH:36]=3)(=[O:34])=[O:33])[N:14]=[C:15]([O:16][CH3:17])[C:10]=2[CH2:9]1)[C:2]1[CH:3]=[CH:4][CH:5]=[CH:6][CH:7]=1. The catalyst class is: 1. (2) Reactant: CCN(C(C)C)C(C)C.Cl[C:11]1[CH:12]=[CH:13][C:14]2[N:15]([C:17]([C:20]([F:23])([F:22])[F:21])=[N:18][N:19]=2)[N:16]=1.Cl.[NH:25]1[CH2:30][CH2:29][CH:28]([C:31]2[CH:36]=[CH:35][C:34]([OH:37])=[CH:33][CH:32]=2)[CH2:27][CH2:26]1. Product: [F:21][C:20]([F:23])([F:22])[C:17]1[N:15]2[N:16]=[C:11]([N:25]3[CH2:30][CH2:29][CH:28]([C:31]4[CH:32]=[CH:33][C:34]([OH:37])=[CH:35][CH:36]=4)[CH2:27][CH2:26]3)[CH:12]=[CH:13][C:14]2=[N:19][N:18]=1. The catalyst class is: 3. (3) Reactant: CO[C:3]([C:5]1[NH:6][C:7]2[CH:8]=[C:9]([NH:19][C:20]([O:22]C(C)(C)C)=O)[CH:10]=[C:11]3[C:17](=[O:18])[NH:16][N:15]=[CH:14][C:13]=1[C:12]=23)=O.[CH2:27]([N:30]1[CH2:34][CH2:33][CH2:32][CH2:31]1)[C:28]#[CH:29].Br[CH2:36]C#C.N1[CH2:43][CH2:42][CH2:41][CH2:40]1.O1[CH2:48][CH2:47][CH2:46][CH2:45]1. Product: [CH2:27]([N:30]1[CH2:34][CH2:33][CH2:32][CH2:31]1)[C:28]#[CH:29].[O:18]=[C:17]1[C:11]2[C:12]3[C:13](=[C:5]([C:3]#[C:28][CH2:27][N:30]4[CH2:34][CH2:33][CH2:32][CH2:31]4)[NH:6][C:7]=3[CH:8]=[C:9]([NH:19][C:20]([C@@H:40]3[CH2:36][C@H:41]3[C:42]3[CH:43]=[CH:48][CH:47]=[CH:46][CH:45]=3)=[O:22])[CH:10]=2)[CH:14]=[N:15][NH:16]1. The catalyst class is: 66. (4) Reactant: [ClH:1].Cl.[NH2:3][CH2:4][CH2:5][C:6]1[CH:38]=[CH:37][C:9]([O:10][C:11]2[CH:12]=[CH:13][C:14]3[N:18]=[C:17]([CH2:19][O:20][C:21]4[CH:34]=[CH:33][C:24]([CH2:25][CH:26]5[S:30][C:29](=[O:31])[NH:28][C:27]5=[O:32])=[CH:23][CH:22]=4)[N:16]([CH3:35])[C:15]=3[CH:36]=2)=[CH:8][CH:7]=1.C(N(CC)CC)C.Cl.[C:47](N)(=[O:54])[C:48]1[CH:53]=[CH:52][CH:51]=[N:50][CH:49]=1. Product: [ClH:1].[ClH:1].[O:31]=[C:29]1[NH:28][C:27](=[O:32])[CH:26]([CH2:25][C:24]2[CH:33]=[CH:34][C:21]([O:20][CH2:19][C:17]3[N:16]([CH3:35])[C:15]4[CH:36]=[C:11]([O:10][C:9]5[CH:8]=[CH:7][C:6]([CH2:5][CH2:4][NH:3][C:47](=[O:54])[C:48]6[CH:53]=[CH:52][CH:51]=[N:50][CH:49]=6)=[CH:38][CH:37]=5)[CH:12]=[CH:13][C:14]=4[N:18]=3)=[CH:22][CH:23]=2)[S:30]1. The catalyst class is: 9. (5) Reactant: CC[N:3](C(C)C)[CH:4]([CH3:6])[CH3:5].[NH:10]1[CH:14]=[CH:13][C:12]([C:15]([OH:17])=O)=[CH:11]1.C(N)(C)C.CN(C(ON1N=NC2C=CC=NC1=2)=[N+](C)C)C.F[P-](F)(F)(F)(F)F. Product: [CH:4]([NH:3][C:15]([C:12]1[CH:13]=[CH:14][NH:10][CH:11]=1)=[O:17])([CH3:6])[CH3:5]. The catalyst class is: 31. (6) Reactant: [Cl:1][C:2]1[CH:38]=[CH:37][C:5]([C:6]([N:8]2[CH2:14][C:13]3[CH:15]=[CH:16][C:17]([C:19]([OH:21])=[O:20])=[CH:18][C:12]=3[N:11]([CH2:22][C:23]3[CH:28]=[CH:27][C:26]([C:29]([N:31]4[CH2:35][CH:34]=[CH:33][CH2:32]4)=[O:30])=[CH:25][CH:24]=3)[C:10](=[O:36])[CH2:9]2)=[O:7])=[CH:4][CH:3]=1.[CH2:39](O)[CH3:40].C(N(CC)CC)C. Product: [Cl:1][C:2]1[CH:3]=[CH:4][C:5]([C:6]([N:8]2[CH2:14][C:13]3[CH:15]=[CH:16][C:17]([C:19]([O:21][CH2:39][CH3:40])=[O:20])=[CH:18][C:12]=3[N:11]([CH2:22][C:23]3[CH:28]=[CH:27][C:26]([C:29]([N:31]4[CH2:32][CH:33]=[CH:34][CH2:35]4)=[O:30])=[CH:25][CH:24]=3)[C:10](=[O:36])[CH2:9]2)=[O:7])=[CH:37][CH:38]=1. The catalyst class is: 4.